This data is from Forward reaction prediction with 1.9M reactions from USPTO patents (1976-2016). The task is: Predict the product of the given reaction. (1) Given the reactants Br[C:2]1[N:10]=[CH:9][C:8]2[NH:7][C:6]3[N:11]=[CH:12][C:13]([C:15]4[CH:20]=[CH:19][C:18]([CH2:21][N:22]5[CH2:27][CH2:26][CH2:25][CH2:24][CH2:23]5)=[CH:17][CH:16]=4)=[CH:14][C:5]=3[C:4]=2[CH:3]=1.CNCCNC.[I-:34].[Na+], predict the reaction product. The product is: [I:34][C:2]1[N:10]=[CH:9][C:8]2[NH:7][C:6]3[N:11]=[CH:12][C:13]([C:15]4[CH:20]=[CH:19][C:18]([CH2:21][N:22]5[CH2:27][CH2:26][CH2:25][CH2:24][CH2:23]5)=[CH:17][CH:16]=4)=[CH:14][C:5]=3[C:4]=2[CH:3]=1. (2) Given the reactants [Br:1][C:2]1[C:10]([Cl:11])=[N:9][CH:8]=[CH:7][C:3]=1[C:4]([OH:6])=[O:5].O=S(Cl)Cl.[CH3:16]O, predict the reaction product. The product is: [Br:1][C:2]1[C:10]([Cl:11])=[N:9][CH:8]=[CH:7][C:3]=1[C:4]([O:6][CH3:16])=[O:5].